Dataset: Experimentally validated miRNA-target interactions with 360,000+ pairs, plus equal number of negative samples. Task: Binary Classification. Given a miRNA mature sequence and a target amino acid sequence, predict their likelihood of interaction. The miRNA is cel-miR-800-3p with sequence GCCAAACUCGGAAAUUGUCUGC. Result: 1 (interaction). The protein sequence of the target gene is MMFEYEEDEDPMEQQKHEEFKHHSTDHSGSPQENPFRFSYDTGKRAASMFVTPSSEDLIAYGTKHLLDSPTAVQRSLVLNATTSLNIDCDLSSDDDLSPTTQRKICFCASQNPAETQEQGLRPAKSTLAISFPCHQHQITEDYTISAEIIGIGESGKVMACYQKVTGEKFALKVLRDSQKARREVELHWLTNAHENVVSILDIYENTFDNVKCLLMVVEFLEGGDLLSQFESQGSIPYTEKKVGEIIRQIGNAVMYLHDMNIAHRDIKLENILCSGTGDNCVYKLGDYGFAKRPERNVLM....